From a dataset of Forward reaction prediction with 1.9M reactions from USPTO patents (1976-2016). Predict the product of the given reaction. (1) Given the reactants [Cl:1][C:2]1[CH:7]=[CH:6][C:5]([NH:8][NH:9]C(OC(C)(C)C)=O)=[CH:4][C:3]=1[F:17].[Cl:18][C:19]1[CH:29]=[CH:28][C:27]([CH2:30][NH:31][C:32](=[O:37])[C:33]([F:36])([F:35])[F:34])=[CH:26][C:20]=1[C:21]([N:23]=[C:24]=[O:25])=O.FC(F)(F)C(O)=O, predict the reaction product. The product is: [Cl:18][C:19]1[CH:29]=[CH:28][C:27]([CH2:30][NH:31][C:32](=[O:37])[C:33]([F:36])([F:35])[F:34])=[CH:26][C:20]=1[C:21]1[NH:23][C:24](=[O:25])[N:8]([C:5]2[CH:6]=[CH:7][C:2]([Cl:1])=[C:3]([F:17])[CH:4]=2)[N:9]=1. (2) Given the reactants [F:1][C:2]1[CH:3]=[C:4]([CH:20]=[CH:21][C:22]=1[NH:23][C:24]([NH:26][C:27]1[CH:32]=[C:31]([CH3:33])[CH:30]=[CH:29][C:28]=1[F:34])=[O:25])[O:5][C:6]1[CH:11]=[CH:10][N:9]=[C:8]([C:12]2[NH:16][CH:15]=[C:14]([C:17](O)=[O:18])[CH:13]=2)[CH:7]=1.CN(C(ON1N=NC2C=CC=NC1=2)=[N+](C)C)C.F[P-](F)(F)(F)(F)F.C(N(CC)C(C)C)(C)C.Cl.[CH3:69][O:70][C:71](=[O:75])[CH2:72][CH2:73][NH2:74].Cl, predict the reaction product. The product is: [F:1][C:2]1[CH:3]=[C:4]([CH:20]=[CH:21][C:22]=1[NH:23][C:24]([NH:26][C:27]1[CH:32]=[C:31]([CH3:33])[CH:30]=[CH:29][C:28]=1[F:34])=[O:25])[O:5][C:6]1[CH:11]=[CH:10][N:9]=[C:8]([C:12]2[NH:16][CH:15]=[C:14]([C:17]([NH:74][CH2:73][CH2:72][C:71]([O:70][CH3:69])=[O:75])=[O:18])[CH:13]=2)[CH:7]=1.